This data is from Experimentally validated miRNA-target interactions with 360,000+ pairs, plus equal number of negative samples. The task is: Binary Classification. Given a miRNA mature sequence and a target amino acid sequence, predict their likelihood of interaction. The miRNA is hsa-miR-513a-5p with sequence UUCACAGGGAGGUGUCAU. The protein sequence of the target gene is MSPENQSSVSEFLLLGLPIRPEQQAVFFTLFLGMYLTTVLGNLLIMLLIQLDSHLHTPMYFFLSHLALTDISFSSVTVPKMLMDMRTKYKSILYEECISQMYFFIFFTDLDSFLITSMAYDRYVAICHPLHYTVIMREELCVFLVAVSWILSCASSLSHTLLLTRLSFCAANTIPHVFCDLAALLKLSCSDIFLNELVMFTVGVVVITLPFMCILVSYGYIGATILRVPSTKGIHKALSTCGSHLSVVSLYYGSIFGQYLFPTVSSSIDKDVIVALMYTVVTPMLNPFIYSLRNRDMKEA.... Result: 0 (no interaction).